From a dataset of Forward reaction prediction with 1.9M reactions from USPTO patents (1976-2016). Predict the product of the given reaction. (1) Given the reactants [CH3:1][CH:2]([C:4]1[C:12]2[C:7](=[CH:8][CH:9]=[CH:10][CH:11]=2)[NH:6][N:5]=1)[CH3:3].C(=O)([O-])[O-].[Na+].[Na+].N1C=CC=CC=1.[CH:25]([Si:28]([C:35]#[CH:36])([CH:32]([CH3:34])[CH3:33])[CH:29]([CH3:31])[CH3:30])([CH3:27])[CH3:26], predict the reaction product. The product is: [CH3:3][CH:2]([C:4]1[C:12]2[C:7](=[CH:8][CH:9]=[CH:10][CH:11]=2)[N:6]([C:36]#[C:35][Si:28]([CH:25]([CH3:27])[CH3:26])([CH:32]([CH3:34])[CH3:33])[CH:29]([CH3:31])[CH3:30])[N:5]=1)[CH3:1]. (2) Given the reactants [N:1]1[CH:6]=[CH:5][CH:4]=[C:3]([CH:7]=[CH:8][C:9]([NH:11][CH2:12][C:13]2[CH:21]=[CH:20][C:16]([C:17]([OH:19])=O)=[CH:15][CH:14]=2)=[O:10])[CH:2]=1.[F:22][C:23]1[CH:28]=[CH:27][C:26]([NH2:29])=[C:25]([NH2:30])[CH:24]=1.FC(F)(F)C(O)=O, predict the reaction product. The product is: [NH2:30][C:25]1[CH:24]=[C:23]([F:22])[CH:28]=[CH:27][C:26]=1[NH:29][C:17](=[O:19])[C:16]1[CH:15]=[CH:14][C:13]([CH2:12][NH:11][C:9](=[O:10])[CH:8]=[CH:7][C:3]2[CH:2]=[N:1][CH:6]=[CH:5][CH:4]=2)=[CH:21][CH:20]=1. (3) Given the reactants [C:1]([O:5][C:6]([N:8]1[CH2:13][CH2:12][CH:11](OS(C)(=O)=O)[CH2:10][CH2:9]1)=[O:7])([CH3:4])([CH3:3])[CH3:2].[N-:19]=[N+:20]=[N-:21].[Na+].O, predict the reaction product. The product is: [C:1]([O:5][C:6]([N:8]1[CH2:13][CH2:12][CH:11]([N:19]=[N+:20]=[N-:21])[CH2:10][CH2:9]1)=[O:7])([CH3:4])([CH3:3])[CH3:2]. (4) Given the reactants [Cl:1][C:2]1[CH:7]=[C:6]([Cl:8])[CH:5]=[CH:4][C:3]=1[S:9]([N:12]1[CH2:17][CH2:16][CH2:15][C@H:14]([C:18]([OH:20])=O)[CH2:13]1)(=[O:11])=[O:10].[CH:21]1([NH2:26])[CH2:25][CH2:24][CH2:23][CH2:22]1, predict the reaction product. The product is: [CH:21]1([NH:26][C:18]([C@H:14]2[CH2:15][CH2:16][CH2:17][N:12]([S:9]([C:3]3[CH:4]=[CH:5][C:6]([Cl:8])=[CH:7][C:2]=3[Cl:1])(=[O:10])=[O:11])[CH2:13]2)=[O:20])[CH2:25][CH2:24][CH2:23][CH2:22]1.